From a dataset of Catalyst prediction with 721,799 reactions and 888 catalyst types from USPTO. Predict which catalyst facilitates the given reaction. (1) Reactant: [CH3:1][CH2:2][CH2:3][CH2:4][C:5]1[N:9]([CH2:10][C:11]2[CH:12]=[CH:13][C:14]([C:17]([OH:19])=[O:18])=[CH:15][CH:16]=2)[C:8](/[CH:20]=[C:21](/[C:28]([OH:30])=[O:29])\[CH2:22][C:23]2[S:27][CH:26]=[CH:25][CH:24]=2)=[CH:7][N:6]=1.[CH3:31][S:32]([OH:35])(=[O:34])=[O:33]. Product: [CH3:1][CH2:2][CH2:3][CH2:4][C:5]1[N:9]([CH2:10][C:11]2[CH:12]=[CH:13][C:14]([C:17]([OH:19])=[O:18])=[CH:15][CH:16]=2)[C:8](/[CH:20]=[C:21](/[C:28]([OH:30])=[O:29])\[CH2:22][C:23]2[S:27][CH:26]=[CH:25][CH:24]=2)=[CH:7][N:6]=1.[CH3:31][S:32]([OH:35])(=[O:34])=[O:33]. The catalyst class is: 15. (2) Reactant: C[O:2][C:3](=[O:31])[C@H:4]([CH2:16][C:17]1[CH:22]=[CH:21][C:20]([C:23]2[C:24](=[O:30])[N:25]([CH3:29])[CH:26]=[CH:27][CH:28]=2)=[CH:19][CH:18]=1)[NH:5][C:6]([C:8]1[C:13]([CH3:14])=[CH:12][CH:11]=[CH:10][C:9]=1[Cl:15])=[O:7].[OH-].[Na+]. Product: [Cl:15][C:9]1[CH:10]=[CH:11][CH:12]=[C:13]([CH3:14])[C:8]=1[C:6]([NH:5][C@H:4]([C:3]([OH:31])=[O:2])[CH2:16][C:17]1[CH:22]=[CH:21][C:20]([C:23]2[C:24](=[O:30])[N:25]([CH3:29])[CH:26]=[CH:27][CH:28]=2)=[CH:19][CH:18]=1)=[O:7]. The catalyst class is: 8. (3) Reactant: [Cr](Cl)([O-])(=O)=O.[NH+]1C=CC=CC=1.[Br:12][C:13]1[CH:22]=[C:21]([F:23])[CH:20]=[C:19]2[C:14]=1[CH:15]=[CH:16][C:17]([CH2:24][OH:25])=[CH:18]2. Product: [Br:12][C:13]1[CH:22]=[C:21]([F:23])[CH:20]=[C:19]2[C:14]=1[CH:15]=[CH:16][C:17]([CH:24]=[O:25])=[CH:18]2. The catalyst class is: 2. (4) Reactant: [C:1]([OH:5])(=[O:4])[CH2:2][CH3:3].[C:6]([O-:10])(=[O:9])[CH2:7][CH3:8].[Na+:11]. Product: [C:1]([O-:5])(=[O:4])[CH2:2][CH3:3].[C:6]([O-:10])(=[O:9])[CH2:7][CH3:8].[Na+:11].[Na+:11]. The catalyst class is: 6.